Dataset: HIV replication inhibition screening data with 41,000+ compounds from the AIDS Antiviral Screen. Task: Binary Classification. Given a drug SMILES string, predict its activity (active/inactive) in a high-throughput screening assay against a specified biological target. (1) The compound is O=C1CCCCCC1=Cc1cccc(Cl)c1. The result is 0 (inactive). (2) The result is 0 (inactive). The compound is Cc1cc(O)c2c(=O)c3c(O)cc(O)c4c5c(O)cc(O)c6c(=O)c7c(O)cc(C)c8c1c2c(c34)c(c78)c65. (3) The molecule is O=C(O)c1c[nH]cc1C(=O)O. The result is 0 (inactive). (4) The molecule is COc1c(Cl)cc(Cl)c(CCCCCCCC(=O)O)c1Cl. The result is 0 (inactive). (5) The compound is CC=C1CN(C)CC2(C(=O)OC)Cc3c(n(OC)c4ccccc34)C(=O)CC12. The result is 0 (inactive).